From a dataset of Forward reaction prediction with 1.9M reactions from USPTO patents (1976-2016). Predict the product of the given reaction. Given the reactants [Cl:1][C:2]1[CH:7]=[CH:6][C:5]([C:8]2[CH:9]=[C:10]([NH2:20])[CH:11]=[N:12][C:13]=2[O:14][CH2:15][C:16]([F:19])([F:18])[F:17])=[CH:4][CH:3]=1.[OH:21][C:22]1[CH:23]=[CH:24][C:25]([C:28](O)=[O:29])=[N:26][CH:27]=1, predict the reaction product. The product is: [Cl:1][C:2]1[CH:3]=[CH:4][C:5]([C:8]2[CH:9]=[C:10]([NH:20][C:28]([C:25]3[CH:24]=[CH:23][C:22]([OH:21])=[CH:27][N:26]=3)=[O:29])[CH:11]=[N:12][C:13]=2[O:14][CH2:15][C:16]([F:17])([F:18])[F:19])=[CH:6][CH:7]=1.